Dataset: NCI-60 drug combinations with 297,098 pairs across 59 cell lines. Task: Regression. Given two drug SMILES strings and cell line genomic features, predict the synergy score measuring deviation from expected non-interaction effect. (1) Drug 1: C1CC(=O)NC(=O)C1N2CC3=C(C2=O)C=CC=C3N. Drug 2: CS(=O)(=O)CCNCC1=CC=C(O1)C2=CC3=C(C=C2)N=CN=C3NC4=CC(=C(C=C4)OCC5=CC(=CC=C5)F)Cl. Cell line: NCI-H522. Synergy scores: CSS=25.2, Synergy_ZIP=-7.88, Synergy_Bliss=2.72, Synergy_Loewe=1.53, Synergy_HSA=2.01. (2) Drug 1: CCCCC(=O)OCC(=O)C1(CC(C2=C(C1)C(=C3C(=C2O)C(=O)C4=C(C3=O)C=CC=C4OC)O)OC5CC(C(C(O5)C)O)NC(=O)C(F)(F)F)O. Drug 2: CC1C(C(CC(O1)OC2CC(CC3=C2C(=C4C(=C3O)C(=O)C5=CC=CC=C5C4=O)O)(C(=O)C)O)N)O. Cell line: HCC-2998. Synergy scores: CSS=61.4, Synergy_ZIP=2.29, Synergy_Bliss=2.61, Synergy_Loewe=-1.99, Synergy_HSA=1.90. (3) Drug 2: CC(C)NC(=O)C1=CC=C(C=C1)CNNC.Cl. Cell line: SK-OV-3. Drug 1: CC=C1C(=O)NC(C(=O)OC2CC(=O)NC(C(=O)NC(CSSCCC=C2)C(=O)N1)C(C)C)C(C)C. Synergy scores: CSS=37.9, Synergy_ZIP=-0.194, Synergy_Bliss=-0.470, Synergy_Loewe=-60.8, Synergy_HSA=-3.36. (4) Drug 1: C1=CC(=C2C(=C1NCCNCCO)C(=O)C3=C(C=CC(=C3C2=O)O)O)NCCNCCO. Drug 2: CC1=C(C=C(C=C1)NC(=O)C2=CC=C(C=C2)CN3CCN(CC3)C)NC4=NC=CC(=N4)C5=CN=CC=C5. Cell line: UO-31. Synergy scores: CSS=29.5, Synergy_ZIP=0.415, Synergy_Bliss=5.86, Synergy_Loewe=-20.6, Synergy_HSA=3.88. (5) Drug 1: CN1CCC(CC1)COC2=C(C=C3C(=C2)N=CN=C3NC4=C(C=C(C=C4)Br)F)OC. Drug 2: COC1=CC(=CC(=C1O)OC)C2C3C(COC3=O)C(C4=CC5=C(C=C24)OCO5)OC6C(C(C7C(O6)COC(O7)C8=CC=CS8)O)O. Cell line: UO-31. Synergy scores: CSS=31.8, Synergy_ZIP=-9.77, Synergy_Bliss=0.733, Synergy_Loewe=4.66, Synergy_HSA=5.23. (6) Drug 1: C1=CC(=CC=C1CCCC(=O)O)N(CCCl)CCCl. Drug 2: COC1=C2C(=CC3=C1OC=C3)C=CC(=O)O2. Cell line: RPMI-8226. Synergy scores: CSS=44.3, Synergy_ZIP=-1.51, Synergy_Bliss=-13.2, Synergy_Loewe=-17.2, Synergy_HSA=-14.5.